From a dataset of Reaction yield outcomes from USPTO patents with 853,638 reactions. Predict the reaction yield, written as a fraction of the theoretical maximum amount of product (1.0 means a 100% yield; for example, 0.34 means a 34% yield). (1) The reactants are C(N(C(C1CC1)C)C(=O)CN1C(=O)[C@:24]2([C:26]3[C:30](=C[C:19]([NH:23][C:24]([C:26]4C=NO[C:30]=4[CH3:31])=O)=CC=3)[CH2:31]C2)[NH:23][C:19]1=O)C1C=CC=CC=1.CN1CCOCC1.C([Cl:55])(=O)OCC(C)C.[CH2:56]1[CH2:60][O:59][CH2:58][CH2:57]1. The product is [N:23]1([CH2:58]/[CH:57]=[CH:56]/[C:60]([Cl:55])=[O:59])[CH2:19][CH2:31][CH2:30][CH2:26][CH2:24]1. The catalyst is O. The yield is 0.200. (2) The reactants are [O:1]1[C:6]2[CH:7]=[CH:8][C:9]([CH:11]=O)=[CH:10][C:5]=2[O:4][CH2:3][CH2:2]1.[N+:13]([CH3:16])([O-:15])=[O:14].C([O-])(=O)C.[NH4+].O. The catalyst is C(O)(=O)C. The product is [N+:13]([CH:16]=[CH:11][C:9]1[CH:8]=[CH:7][C:6]2[O:1][CH2:2][CH2:3][O:4][C:5]=2[CH:10]=1)([O-:15])=[O:14]. The yield is 0.610. (3) The reactants are C(OC([NH:8][C:9]1[N:10]=[C:11]([C:15]([O:17][CH3:18])=[O:16])[N:12]([CH3:14])[CH:13]=1)=O)(C)(C)C.Cl.[C:20]([O:24][C:25]([NH:27][C:28]1[N:29]=[C:30]([C:34]([OH:36])=O)[N:31]([CH3:33])[CH:32]=1)=[O:26])([CH3:23])([CH3:22])[CH3:21].C(Cl)CCl.CCN(C(C)C)C(C)C. The catalyst is C(O)C.C1(C)C=CC=CC=1.CC(N(C)C)=O. The product is [C:20]([O:24][C:25]([NH:27][C:28]1[N:29]=[C:30]([C:34]([NH:8][C:9]2[N:10]=[C:11]([C:15]([O:17][CH3:18])=[O:16])[N:12]([CH3:14])[CH:13]=2)=[O:36])[N:31]([CH3:33])[CH:32]=1)=[O:26])([CH3:21])([CH3:22])[CH3:23]. The yield is 0.715. (4) The product is [OH:10][C:7]1[CH:8]=[CH:9][C:4]([CH2:3][CH2:2][NH:1][C:24]([C:21]2[NH:22][N:23]=[C:19]([C:13]3[CH:14]=[CH:15][C:16]([Cl:18])=[CH:17][C:12]=3[Cl:11])[CH:20]=2)=[O:25])=[CH:5][CH:6]=1. The catalyst is N1C=CC=CC=1. The yield is 0.700. The reactants are [NH2:1][CH2:2][CH2:3][C:4]1[CH:9]=[CH:8][C:7]([OH:10])=[CH:6][CH:5]=1.[Cl:11][C:12]1[CH:17]=[C:16]([Cl:18])[CH:15]=[CH:14][C:13]=1[C:19]1[CH:20]=[C:21]([C:24](Cl)=[O:25])[NH:22][N:23]=1.